Dataset: Full USPTO retrosynthesis dataset with 1.9M reactions from patents (1976-2016). Task: Predict the reactants needed to synthesize the given product. (1) Given the product [ClH:1].[Cl:20][C:21]1[CH:22]=[C:23]([CH:25]=[CH:26][C:27]=1[O:28][C:29]1[CH:34]=[CH:33][CH:32]=[C:31]([F:35])[CH:30]=1)[NH:24][C:2]1[C:11]2[C:6](=[CH:7][CH:8]=[CH:9][C:10]=2[O:12][CH:13]2[CH2:18][CH2:17][N:16]([CH3:19])[CH2:15][CH2:14]2)[N:5]=[CH:4][N:3]=1, predict the reactants needed to synthesize it. The reactants are: [Cl:1][C:2]1[C:11]2[C:6](=[CH:7][CH:8]=[CH:9][C:10]=2[O:12][CH:13]2[CH2:18][CH2:17][N:16]([CH3:19])[CH2:15][CH2:14]2)[N:5]=[CH:4][N:3]=1.[Cl:20][C:21]1[CH:22]=[C:23]([CH:25]=[CH:26][C:27]=1[O:28][C:29]1[CH:34]=[CH:33][CH:32]=[C:31]([F:35])[CH:30]=1)[NH2:24]. (2) Given the product [NH2:37][C:34]1[CH:35]=[CH:36][C:31]([CH:28]2[CH2:27][CH2:26][N:25]([C:18]([O:20][C:21]([CH3:22])([CH3:23])[CH3:24])=[O:19])[CH2:30][CH2:29]2)=[N:3][CH:33]=1, predict the reactants needed to synthesize it. The reactants are: ClC1N=C(Cl)C(C(F)(F)F)=C[N:3]=1.CCOCC.[C:18]([N:25]1[CH2:30][CH2:29][CH:28]([C:31]2[CH:36]=[CH:35][C:34]([NH2:37])=[CH:33]C=2)[CH2:27][CH2:26]1)([O:20][C:21]([CH3:24])([CH3:23])[CH3:22])=[O:19].CCN(CC)CC. (3) Given the product [Cl:19][C:20]1[CH:25]=[C:24]([NH:1][C:2]2[CH:3]=[C:4]([CH:14]=[CH:15][C:16]=2[O:17][CH3:18])[C:5]([NH:7][C:8]2[CH:13]=[CH:12][CH:11]=[CH:10][CH:9]=2)=[O:6])[CH:23]=[CH:22][CH:21]=1, predict the reactants needed to synthesize it. The reactants are: [NH2:1][C:2]1[CH:3]=[C:4]([CH:14]=[CH:15][C:16]=1[O:17][CH3:18])[C:5]([NH:7][C:8]1[CH:13]=[CH:12][CH:11]=[CH:10][CH:9]=1)=[O:6].[Cl:19][C:20]1[CH:21]=[C:22]([Bi]([C:22]2[CH:23]=[CH:24][CH:25]=[C:20]([Cl:19])[CH:21]=2)[C:22]2[CH:23]=[CH:24][CH:25]=[C:20]([Cl:19])[CH:21]=2)[CH:23]=[CH:24][CH:25]=1.C(N(CC)CC)C. (4) Given the product [Br:30][CH2:31][C:32]([NH:10][C:11]1[C:12]([O:24][CH2:25][C:26]([F:29])([F:27])[F:28])=[N:13][C:14]([CH3:23])=[CH:15][C:16]=1[O:17][CH2:18][C:19]([F:21])([F:22])[F:20])=[O:33], predict the reactants needed to synthesize it. The reactants are: CN(C)C1C=CC=CC=1.[NH2:10][C:11]1[C:12]([O:24][CH2:25][C:26]([F:29])([F:28])[F:27])=[N:13][C:14]([CH3:23])=[CH:15][C:16]=1[O:17][CH2:18][C:19]([F:22])([F:21])[F:20].[Br:30][CH2:31][C:32](Br)=[O:33]. (5) Given the product [C:33]([OH:40])(=[O:39])/[CH:34]=[CH:35]/[C:36]([OH:38])=[O:37].[F:32][CH:2]([F:1])[C:3]1[CH:8]=[C:7]([C@@:9]2([C:20]3[CH:25]=[CH:24][CH:23]=[C:22]([C:26]4[CH:27]=[N:28][CH:29]=[N:30][CH:31]=4)[CH:21]=3)[C:17]3[C:12](=[C:13]([F:18])[CH:14]=[CH:15][CH:16]=3)[C:11]([NH2:19])=[N:10]2)[CH:6]=[CH:5][N:4]=1.[F:32][CH:2]([C:3]1[CH:8]=[C:7]([C@@:9]2([C:20]3[CH:25]=[CH:24][CH:23]=[C:22]([C:26]4[CH:31]=[N:30][CH:29]=[N:28][CH:27]=4)[CH:21]=3)[C:17]3[C:12](=[C:13]([F:18])[CH:14]=[CH:15][CH:16]=3)[C:11]([NH2:19])=[N:10]2)[CH:6]=[CH:5][N:4]=1)[F:1], predict the reactants needed to synthesize it. The reactants are: [F:1][CH:2]([F:32])[C:3]1[CH:8]=[C:7]([C@@:9]2([C:20]3[CH:25]=[CH:24][CH:23]=[C:22]([C:26]4[CH:27]=[N:28][CH:29]=[N:30][CH:31]=4)[CH:21]=3)[C:17]3[C:12](=[C:13]([F:18])[CH:14]=[CH:15][CH:16]=3)[C:11]([NH2:19])=[N:10]2)[CH:6]=[CH:5][N:4]=1.[C:33]([OH:40])(=[O:39])/[CH:34]=[CH:35]/[C:36]([OH:38])=[O:37]. (6) Given the product [C:4]1(/[C:10](=[N:20]/[O:21][CH2:22][C:23]2[CH:28]=[CH:27][C:26]([O:29][CH2:30][C:31]3[N:35]=[C:34]([C:36]4[CH:41]=[CH:40][CH:39]=[CH:38][CH:37]=4)[O:33][N:32]=3)=[CH:25][CH:24]=2)/[CH2:11][CH2:12][CH2:13][CH2:14][C:15]([OH:17])=[O:16])[CH:5]=[CH:6][CH:7]=[CH:8][CH:9]=1, predict the reactants needed to synthesize it. The reactants are: O.[OH-].[Li+].[C:4]1(/[C:10](=[N:20]/[O:21][CH2:22][C:23]2[CH:28]=[CH:27][C:26]([O:29][CH2:30][C:31]3[N:35]=[C:34]([C:36]4[CH:41]=[CH:40][CH:39]=[CH:38][CH:37]=4)[O:33][N:32]=3)=[CH:25][CH:24]=2)/[CH2:11][CH2:12][CH2:13][CH2:14][C:15]([O:17]CC)=[O:16])[CH:9]=[CH:8][CH:7]=[CH:6][CH:5]=1.O.Cl. (7) Given the product [CH3:10][O:9][C:7]([C:6]1[CH:5]=[C:4]([Br:27])[C:3](=[O:2])[N:13]([CH2:14][C:15]2[CH:20]=[CH:19][C:18]([O:21][CH3:22])=[CH:17][CH:16]=2)[C:11]=1[CH3:12])=[O:8], predict the reactants needed to synthesize it. The reactants are: C[O:2][C:3](=O)[CH:4]=[CH:5][C:6](=[C:11]([NH:13][CH2:14][C:15]1[CH:20]=[CH:19][C:18]([O:21][CH3:22])=[CH:17][CH:16]=1)[CH3:12])[C:7]([O:9][CH3:10])=[O:8].C[O-].[Na+].[Br:27]N1C(=O)CCC1=O. (8) Given the product [ClH:30].[ClH:30].[F:1][C:2]1[CH:3]=[C:4]([CH:27]=[CH:28][CH:29]=1)[CH2:5][O:6][C:7]1[CH:26]=[CH:25][C:10]([CH2:11][N:12]2[CH2:13][CH2:14][NH:15][CH2:16][CH2:17]2)=[CH:9][CH:8]=1, predict the reactants needed to synthesize it. The reactants are: [F:1][C:2]1[CH:3]=[C:4]([CH:27]=[CH:28][CH:29]=1)[CH2:5][O:6][C:7]1[CH:26]=[CH:25][C:10]([CH2:11][N:12]2[CH2:17][CH2:16][N:15](C(OC(C)(C)C)=O)[CH2:14][CH2:13]2)=[CH:9][CH:8]=1.[ClH:30].CCOC(C)=O. (9) The reactants are: [OH:1][C:2]1[C@@H:3]([C@@H:9]([OH:12])[CH2:10][OH:11])[O:4][C:5](=[O:8])[C:6]=1[OH:7].[CH:13]1([OH:25])[CH:18]([OH:19])[CH:17]([OH:20])[O:16][CH:15]([C:21]([OH:23])=[O:22])[CH:14]1[OH:24].O=O.O=C1O[C@H]([C@H](CO)O)C(=O)C1=O.[H][H]. Given the product [CH2:10]([OH:11])[C@H:9]([OH:12])[C@H:3]1[O:4][C:5](=[O:8])[C@@H:6]([OH:7])[C@H:2]1[OH:1].[O:20]=[CH:17][C@@H:18]([C@H:13]([C@@H:14]([C@@H:15]([CH2:21][OH:22])[OH:16])[OH:24])[OH:25])[OH:19].[O:20]=[CH:17][C@H:18]([C@@H:13]([C@H:14]([C@H:15]([C:21]([OH:23])=[O:22])[OH:16])[OH:24])[OH:25])[OH:19].[O:22]=[C:21]([OH:23])[C@H:15]([C@H:14]([C@@H:13]([C@H:18]([CH2:17][OH:20])[OH:19])[OH:25])[OH:24])[OH:16], predict the reactants needed to synthesize it.